From a dataset of Full USPTO retrosynthesis dataset with 1.9M reactions from patents (1976-2016). Predict the reactants needed to synthesize the given product. (1) Given the product [CH3:1][O:2][C:3]([C:5]1[CH:6]([C:11](=[O:13])[NH:26][C@:21]2([C:19]([O:18][C:14]([CH3:17])([CH3:16])[CH3:15])=[O:20])[CH2:23][C@H:22]2[CH:24]=[CH2:25])[CH2:7][CH:8]([OH:10])[CH:9]=1)=[O:4], predict the reactants needed to synthesize it. The reactants are: [CH3:1][O:2][C:3]([C:5]1[C@H:6]([C:11]([OH:13])=O)[CH2:7][C@H:8]([OH:10])[CH:9]=1)=[O:4].[C:14]([O:18][C:19]([C@@:21]1([NH2:26])[CH2:23][C@H:22]1[CH:24]=[CH2:25])=[O:20])([CH3:17])([CH3:16])[CH3:15].CCN(C(C)C)C(C)C.CN(C(ON1N=NC2C=CC=NC1=2)=[N+](C)C)C.F[P-](F)(F)(F)(F)F. (2) Given the product [CH3:1][C:2]1[C:6]([S:21][C:18]2[CH:19]=[CH:20][CH:15]=[CH:16][CH:17]=2)=[C:5]([CH3:7])[NH:4][C:3]=1[C:8]([O:10][CH2:11][CH3:12])=[O:9], predict the reactants needed to synthesize it. The reactants are: [CH3:1][C:2]1[CH:6]=[C:5]([CH3:7])[NH:4][C:3]=1[C:8]([O:10][CH2:11][CH3:12])=[O:9].[H-].[Na+].[CH:15]12S[CH:16]1[CH:17]1[S:21][CH:18]1[CH:19]=[CH:20]2.O. (3) Given the product [Cl:11][C:12]1[CH:13]=[CH:14][C:15]([C:18]2[CH:23]=[CH:22][N:21]3[C:24](=[O:40])[N:25]([CH2:27][C:28]4[C:29]([CH:38]=[O:39])=[N:30][C:31]([C:34]([F:36])([F:37])[F:35])=[CH:32][CH:33]=4)[N:26]=[C:20]3[C:19]=2[C:41]2[CH:42]=[CH:43][N:44]=[CH:45][CH:46]=2)=[CH:16][CH:17]=1, predict the reactants needed to synthesize it. The reactants are: C(Cl)(=O)C(Cl)=O.CS(C)=O.[Cl:11][C:12]1[CH:17]=[CH:16][C:15]([C:18]2[CH:23]=[CH:22][N:21]3[C:24](=[O:40])[N:25]([CH2:27][C:28]4[C:29]([CH2:38][OH:39])=[N:30][C:31]([C:34]([F:37])([F:36])[F:35])=[CH:32][CH:33]=4)[N:26]=[C:20]3[C:19]=2[C:41]2[CH:46]=[CH:45][N:44]=[CH:43][CH:42]=2)=[CH:14][CH:13]=1.C(N(CC)CC)C. (4) Given the product [CH3:1][C:2]1([CH3:32])[C:6]2[C:7]([O:11][C:12]3[N:17]=[CH:16][C:15]([NH:18][C:19](=[O:31])[C:20]([CH3:22])([CH3:21])[NH2:23])=[CH:14][CH:13]=3)=[CH:8][CH:9]=[CH:10][C:5]=2[O:4][CH2:3]1, predict the reactants needed to synthesize it. The reactants are: [CH3:1][C:2]1([CH3:32])[C:6]2[C:7]([O:11][C:12]3[N:17]=[CH:16][C:15]([NH:18][C:19](=[O:31])[C:20]([NH:23]C(=O)OC(C)(C)C)([CH3:22])[CH3:21])=[CH:14][CH:13]=3)=[CH:8][CH:9]=[CH:10][C:5]=2[O:4][CH2:3]1.C(O)(C(F)(F)F)=O. (5) Given the product [CH3:14][N:15]([CH3:17])/[CH:16]=[CH:2]/[C:1]([C:4]1[CH:13]=[CH:12][C:7]([C:8]([O:10][CH3:11])=[O:9])=[CH:6][CH:5]=1)=[O:3], predict the reactants needed to synthesize it. The reactants are: [C:1]([C:4]1[CH:13]=[CH:12][C:7]([C:8]([O:10][CH3:11])=[O:9])=[CH:6][CH:5]=1)(=[O:3])[CH3:2].[CH3:14][N:15]([CH:17](OC)OC)[CH3:16].